Dataset: Experimentally validated miRNA-target interactions with 360,000+ pairs, plus equal number of negative samples. Task: Binary Classification. Given a miRNA mature sequence and a target amino acid sequence, predict their likelihood of interaction. (1) The miRNA is hsa-miR-4491 with sequence AAUGUGGACUGGUGUGACCAAA. The protein sequence of the target gene is MLTRNCLSLLLWVLFDGGLLTPLQPQPQQTLATEPRENVIHLPGQRSHFQRVKRGWVWNQFFVLEEYVGSEPQYVGKLHSDLDKGEGTVKYTLSGDGAGTVFTIDETTGDIHAIRSLDREEKPFYTLRAQAVDIETRKPLEPESEFIIKVQDINDNEPKFLDGPYVATVPEMSPVGAYVLQVKATDADDPTYGNSARVVYSILQGQPYFSIDPKTGVIRTALPNMDREVKEQYQVLIQAKDMGGQLGGLAGTTIVNITLTDVNDNPPRFPKSIFHLKVPESSPIGSAIGRIRAVDPDFGQ.... Result: 0 (no interaction). (2) The protein sequence of the target gene is MSDQKKEEEEEAAAAAAMATEGGKTSEPENNNKKPKTSGSQDSQPSPLALLAATCSKIGTPGENQATGQQQIIIDPSQGLVQLQNQPQQLELVTTQLAGNAWQLVASTPPASKENNVSQPASSSSSSSSSNNGSASPTKTKSGNSSTPGQFQVIQVQNPSGSVQYQVIPQLQTVEGQQIQINPTSSSSLQDLQGQIQLISAGNNQAILTAANRTASGNILAQNLANQTVPVQIRPGVSIPLQLQTLPGTQAQVVTTLPINIGGVTLALPVINNVAAGGGTGQVGQPAATADSGTSNGNQL.... Result: 1 (interaction). The miRNA is hsa-miR-373-5p with sequence ACUCAAAAUGGGGGCGCUUUCC. (3) The miRNA is mmu-miR-326-5p with sequence GGGGGCAGGGCCUUUGUGAAGGCG. The protein sequence of the target gene is MKYILVTGGVISGIGKGIIASSIGTILKSCGLRVTAIKIDPYINIDAGTFSPYEHGEVFVLNDGGEVDLDLGNYERFLDINLYKDNNITTGKIYQHVINKERRGDYLGKTVQVVPHITDAVQEWVMNQAKVPVDGNKEEPQICVIELGGTIGDIEGMPFVEAFRQFQFKAKRENFCNIHVSLVPQLSATGEQKTKPTQNSVRALRGLGLSPDLIVCRSSTPIEMAVKEKISMFCHVNPEQVICIHDVSSTYRVPVLLEEQSIVKYFKERLHLPIGDSASNLLFKWRNMADRYERLQKICS.... Result: 0 (no interaction). (4) The miRNA is hsa-miR-4424 with sequence AGAGUUAACUCAAAAUGGACUA. The protein sequence of the target gene is MKFAEHLSAHITPEWRKQYIQYEAFKDMLYSAQDQAPSVEVTDEDTVKRYFAKFEEKFFQTCEKELAKINTFYSEKLAEAQRRFATLQNELQSSLDAQKESTGVTTLRQRRKPVFHLSHEERVQHRNIKDLKLAFSEFYLSLILLQNYQNLNFTGFRKILKKHDKILETSRGADWRVAHVEVAPFYTCKKINQLISETEAVVTNELEDGDRQKAMKRLRVPPLGAAQPAPAWTTFRVGLFCGIFIVLNITLVLAAVFKLETDRSIWPLIRIYRGGFLLIEFLFLLGINTYGWRQAGVNHV.... Result: 0 (no interaction). (5) The miRNA is hsa-miR-4732-3p with sequence GCCCUGACCUGUCCUGUUCUG. The protein sequence of the target gene is MAFSDLTSRTVHLYDNWIKDADPRVEDWLLMSSPLPQTILLGFYVYFVTSLGPKLMENRKPFELKKAMITYNFFIVLFSVYMCYEFVMSGWGIGYSFRCDIVDYSRSPTALRMARTCWLYYFSKFIELLDTIFFVLRKKNSQVTFLHVFHHTIMPWTWWFGVKFAAGGLGTFHALLNTAVHVVMYSYYGLSALGPAYQKYLWWKKYLTSLQLVQFVIVAIHISQFFFMEDCKYQFPVFACIIMSYSFMFLLLFLHFWYRAYTKGQRLPKTVKNGTCKNKDN. Result: 0 (no interaction). (6) The miRNA is hsa-miR-92b-3p with sequence UAUUGCACUCGUCCCGGCCUCC. The protein sequence of the target gene is MPPPSPDSENGFYPGLPSSMNPAFFPSFSPVSPHGCTGLSVPTSGGGGGGFGGPFSATAVPPPPPPAMNIPQQQPPPPAAPQQPQSRRSPVSPQLQQQHQAAAAAFLQQRNSYNHHQPLLKQSPWSNHQSSGWGTGSMSWGAMHGRDHRRTGNMGIPGTMNQISPLKKPFSGNVIAPPKFTRSTPSLTPKSWIEDNVFRTDNNSNTLLPLQVRSSLQLPAWGSDSLQDSWCTAAGTSRIDQDRSRMYDSLNMHSLENSLIDIMRAEHDPLKGRLSYPHPGTDNLLMLNGRSSLFPIDDGL.... Result: 1 (interaction). (7) The miRNA is mmu-miR-126a-3p with sequence UCGUACCGUGAGUAAUAAUGCG. The protein sequence of the target gene is MSHLVEPPPPLHNNNNNCEEGEQPLPPPAGLNSSWVELPMNSSNGNENGNGKNGGLEHVPSSSSIHNGDMEKILLDAQHESGQSSSRGSSHCDSPSPQEDGQIMFDVEMHTSRDHSSQSEEEVVEGEKEVEALKKSADWVSDWSSRPENIPPKEFHFRHPKRAASLSMRKSGAMKKGGIFSAEFLKVFIPSLFLSHVLALGLGIYIGKRLSTPSASTY. Result: 0 (no interaction). (8) The miRNA is hsa-miR-5189-5p with sequence UCUGGGCACAGGCGGAUGGACAGG. The protein sequence of the target gene is MGKRDNRVAYMNPIAMARWRGPTQSVGPTIQDYLNRPRPTWEEVKKQLENKKTGSKALAEFEEKMNENWKKELEKSREKLLSGNESSSKKRERKKKRKKKSCRSSSSSSSSDSSSSSSDSEDEEKKQGKRRKKKKNRSYKSSQSSTHESESESKESVKKKKKSKDETEKEKDVRSLSKKRKKSYPDDKPLSSESSSESDYEEDVQAKKKRRCEEREQAKEKVKKKKKKQHKKHSKKKKKKSGSSHKSR. Result: 0 (no interaction).